This data is from Reaction yield outcomes from USPTO patents with 853,638 reactions. The task is: Predict the reaction yield, written as a fraction of the theoretical maximum amount of product (1.0 means a 100% yield; for example, 0.34 means a 34% yield). (1) The reactants are Br[C:2]1[CH:10]=[C:9]2[C:5]([CH2:6][CH2:7][C:8]2=[O:11])=[CH:4][CH:3]=1.C([O-])(=O)C.[K+].[B:17]1([B:17]2[O:21][C:20]([CH3:23])([CH3:22])[C:19]([CH3:25])([CH3:24])[O:18]2)[O:21][C:20]([CH3:23])([CH3:22])[C:19]([CH3:25])([CH3:24])[O:18]1.O. The catalyst is COCCOC.C1C=CC([PH+]([C]2[CH][CH][CH][CH]2)C2C=CC=CC=2)=CC=1.C1C=CC([PH+]([C]2[CH][CH][CH][CH]2)C2C=CC=CC=2)=CC=1.C(Cl)Cl.Cl[Pd]Cl.[Fe]. The product is [CH3:24][C:19]1([CH3:25])[C:20]([CH3:23])([CH3:22])[O:21][B:17]([C:2]2[CH:10]=[C:9]3[C:5]([CH2:6][CH2:7][C:8]3=[O:11])=[CH:4][CH:3]=2)[O:18]1. The yield is 0.910. (2) The reactants are [CH2:1]([NH:3][C:4](=[O:36])[NH:5][C:6]1[CH:11]=[CH:10][C:9]([C:12]2[N:13]=[C:14]([N:28]3[CH2:33][CH2:32][O:31][CH2:30][C@@H:29]3[CH3:34])[C:15]3[CH2:20][N:19](C(OC(C)(C)C)=O)[CH2:18][C:16]=3[N:17]=2)=[CH:8][C:7]=1[F:35])[CH3:2].[ClH:37].CO. The catalyst is O1CCOCC1. The product is [ClH:37].[CH2:1]([NH:3][C:4]([NH:5][C:6]1[CH:11]=[CH:10][C:9]([C:12]2[N:13]=[C:14]([N:28]3[CH2:33][CH2:32][O:31][CH2:30][C@@H:29]3[CH3:34])[C:15]3[CH2:20][NH:19][CH2:18][C:16]=3[N:17]=2)=[CH:8][C:7]=1[F:35])=[O:36])[CH3:2]. The yield is 1.00.